From a dataset of Catalyst prediction with 721,799 reactions and 888 catalyst types from USPTO. Predict which catalyst facilitates the given reaction. (1) Reactant: CN(C(ON1N=NC2C=CC=NC1=2)=[N+](C)C)C.F[P-](F)(F)(F)(F)F.[CH3:25][O:26][CH2:27][CH2:28][NH2:29].[CH2:30]([N:32]([CH2:55][C:56](O)=[O:57])[C:33]([C:35]1[CH:36]=[C:37]2[C:45](=[CH:46][CH:47]=1)[N:44]([CH3:48])[C:43]1[CH2:42][CH2:41][CH:40]([CH:49]3[CH2:54][CH2:53][O:52][CH2:51][CH2:50]3)[CH2:39][C:38]2=1)=[O:34])[CH3:31].C(N(CC)C(C)C)(C)C. Product: [CH2:30]([N:32]([CH2:55][C:56]([NH:29][CH2:28][CH2:27][O:26][CH3:25])=[O:57])[C:33]([C:35]1[CH:36]=[C:37]2[C:45](=[CH:46][CH:47]=1)[N:44]([CH3:48])[C:43]1[CH2:42][CH2:41][CH:40]([CH:49]3[CH2:54][CH2:53][O:52][CH2:51][CH2:50]3)[CH2:39][C:38]2=1)=[O:34])[CH3:31]. The catalyst class is: 3. (2) Reactant: I[C:2]1[CH:7]=[CH:6][CH:5]=[CH:4][C:3]=1[CH:8]([CH3:12])[C:9]([NH2:11])=[O:10].F[B-](F)(F)F.C([PH+](C(C)(C)C)C(C)(C)C)(C)(C)C.[CH3:31][Si:32]([C:35]#[CH:36])([CH3:34])[CH3:33]. Product: [CH3:31][Si:32]([C:35]#[C:36][C:2]1[CH:7]=[CH:6][CH:5]=[CH:4][C:3]=1[CH:8]([CH3:12])[C:9]([NH2:11])=[O:10])([CH3:34])[CH3:33]. The catalyst class is: 654. (3) Reactant: [CH:1]([N:4]1[CH:8]=[CH:7][C:6]([CH2:9]O)=[N:5]1)([CH3:3])[CH3:2].S(Cl)([Cl:13])=O. Product: [ClH:13].[Cl:13][CH2:9][C:6]1[CH:7]=[CH:8][N:4]([CH:1]([CH3:3])[CH3:2])[N:5]=1. The catalyst class is: 2. (4) Reactant: [NH2:1][C@H:2]([CH2:23][C:24]1[CH:29]=[CH:28][C:27]([Cl:30])=[CH:26][CH:25]=1)[C:3]([N:5]1[CH2:10][CH2:9][C:8]([CH:17]2[CH2:22][CH2:21][CH2:20][CH2:19][CH2:18]2)([CH2:11][N:12]2[CH:16]=[N:15][CH:14]=[N:13]2)[CH2:7][CH2:6]1)=[O:4].C(N(CC)CC)C.[CH3:38][S:39](Cl)(=[O:41])=[O:40].FC(F)(F)C(O)=O. Product: [Cl:30][C:27]1[CH:26]=[CH:25][C:24]([CH2:23][C@@H:2]([NH:1][S:39]([CH3:38])(=[O:41])=[O:40])[C:3]([N:5]2[CH2:10][CH2:9][C:8]([CH:17]3[CH2:18][CH2:19][CH2:20][CH2:21][CH2:22]3)([CH2:11][N:12]3[CH:16]=[N:15][CH:14]=[N:13]3)[CH2:7][CH2:6]2)=[O:4])=[CH:29][CH:28]=1. The catalyst class is: 7. (5) Reactant: [F:1][C:2]1[CH:7]=[CH:6][C:5]([C:8]2[N:9]=[C:10]3[C:15](=[N:16][CH:17]=2)[N:14]=[C:13]([S:18][CH3:19])[N:12]=[C:11]3[NH:20][CH2:21][C:22]([F:25])([F:24])[F:23])=[CH:4][CH:3]=1.ClC1C=CC=C(C(OO)=[O:34])C=1. Product: [F:1][C:2]1[CH:3]=[CH:4][C:5]([C:8]2[N:9]=[C:10]3[C:15](=[N:16][CH:17]=2)[N:14]=[C:13]([S:18]([CH3:19])=[O:34])[N:12]=[C:11]3[NH:20][CH2:21][C:22]([F:23])([F:25])[F:24])=[CH:6][CH:7]=1. The catalyst class is: 4. (6) Reactant: [NH:1]1[CH2:5][CH2:4][C@@H:3]([OH:6])[CH2:2]1.C(=O)([O-])[O-].[K+].[K+].[NH2:13][C:14]1[C:19]([S:20](Cl)(=[O:22])=[O:21])=[CH:18][C:17]([Br:24])=[CH:16][N:15]=1.C(=O)(O)[O-].[Na+]. Product: [NH2:13][C:14]1[C:19]([S:20]([N:1]2[CH2:5][CH2:4][C@@H:3]([OH:6])[CH2:2]2)(=[O:22])=[O:21])=[CH:18][C:17]([Br:24])=[CH:16][N:15]=1. The catalyst class is: 38. (7) Reactant: [CH3:1][C:2]1([CH3:12])[O:6][C@H:5]([CH2:7][C:8]([OH:10])=O)[C:4](=[O:11])[O:3]1.C1C=CC2N(O)N=NC=2C=1.C(Cl)CCl.Cl.Cl.[F:29][C:30]1[CH:35]=[CH:34][C:33]([N:36]2[CH2:41][CH2:40][NH:39][CH2:38][CH2:37]2)=[CH:32][CH:31]=1. Product: [F:29][C:30]1[CH:31]=[CH:32][C:33]([N:36]2[CH2:41][CH2:40][N:39]([C:8](=[O:10])[CH2:7][C@H:5]3[O:6][C:2]([CH3:1])([CH3:12])[O:3][C:4]3=[O:11])[CH2:38][CH2:37]2)=[CH:34][CH:35]=1. The catalyst class is: 2. (8) Reactant: [CH3:1][N:2]1[C:6]([C:7]2[C:8]([CH3:25])=[C:9]([CH:14]=[C:15]([C:17]3[CH:18]=[N:19][C:20](SC)=[N:21][CH:22]=3)[CH:16]=2)[C:10]([O:12][CH3:13])=[O:11])=[C:5]([CH3:26])[CH:4]=[N:3]1.[S:27]([O-:32])(O[O-])(=O)=[O:28].[K+].[K+].O1CCC[CH2:36]1. Product: [CH3:1][N:2]1[C:6]([C:7]2[C:8]([CH3:25])=[C:9]([CH:14]=[C:15]([C:17]3[CH:18]=[N:19][C:20]([S:27]([CH3:36])(=[O:32])=[O:28])=[N:21][CH:22]=3)[CH:16]=2)[C:10]([O:12][CH3:13])=[O:11])=[C:5]([CH3:26])[CH:4]=[N:3]1. The catalyst class is: 6.